Dataset: Peptide-MHC class I binding affinity with 185,985 pairs from IEDB/IMGT. Task: Regression. Given a peptide amino acid sequence and an MHC pseudo amino acid sequence, predict their binding affinity value. This is MHC class I binding data. (1) The peptide sequence is VKSLKLLNT. The MHC is H-2-Kb with pseudo-sequence H-2-Kb. The binding affinity (normalized) is 0.459. (2) The peptide sequence is EHAGVISVL. The MHC is HLA-A69:01 with pseudo-sequence HLA-A69:01. The binding affinity (normalized) is 0.220.